Dataset: Full USPTO retrosynthesis dataset with 1.9M reactions from patents (1976-2016). Task: Predict the reactants needed to synthesize the given product. (1) Given the product [C:53]([O:52][CH2:51][CH2:50][CH2:49][C@@H:19]([NH2:18])[C:20]([O:22][C@H:23]([C:34]1[CH:39]=[CH:38][C:37]([O:40][CH:41]([F:42])[F:43])=[C:36]([O:44][CH2:45][CH:46]2[CH2:48][CH2:47]2)[CH:35]=1)[CH2:24][C:25]1[C:26]([Cl:33])=[CH:27][N+:28]([O-:32])=[CH:29][C:30]=1[Cl:31])=[O:21])(=[O:55])[CH3:54], predict the reactants needed to synthesize it. The reactants are: C1C2C(COC([NH:18][C@H:19]([CH2:49][CH2:50][CH2:51][O:52][C:53](=[O:55])[CH3:54])[C:20]([O:22][C@H:23]([C:34]3[CH:39]=[CH:38][C:37]([O:40][CH:41]([F:43])[F:42])=[C:36]([O:44][CH2:45][CH:46]4[CH2:48][CH2:47]4)[CH:35]=3)[CH2:24][C:25]3[C:30]([Cl:31])=[CH:29][N+:28]([O-:32])=[CH:27][C:26]=3[Cl:33])=[O:21])=O)C3C(=CC=CC=3)C=2C=CC=1.N1CCOCC1. (2) Given the product [C:27]1([CH:7]([C:1]2[CH:2]=[CH:3][CH:4]=[CH:5][CH:6]=2)[N:8]2[C:16]3[C:11](=[CH:12][CH:13]=[CH:14][CH:15]=3)[C:10]3([C:20]4[CH:21]=[CH:22][C:23]([O:25][C@H:38]5[CH2:34][CH2:35][N:36]([C:39]([O:41][C:42]([CH3:45])([CH3:44])[CH3:43])=[O:40])[CH2:37]5)=[CH:24][C:19]=4[O:18][CH2:17]3)[C:9]2=[O:26])[CH:32]=[CH:31][CH:30]=[CH:29][CH:28]=1, predict the reactants needed to synthesize it. The reactants are: [C:1]1([CH:7]([C:27]2[CH:32]=[CH:31][CH:30]=[CH:29][CH:28]=2)[N:8]2[C:16]3[C:11](=[CH:12][CH:13]=[CH:14][CH:15]=3)[C:10]3([C:20]4[CH:21]=[CH:22][C:23]([OH:25])=[CH:24][C:19]=4[O:18][CH2:17]3)[C:9]2=[O:26])[CH:6]=[CH:5][CH:4]=[CH:3][CH:2]=1.O[C@@H:34]1[CH2:38][CH2:37][N:36]([C:39]([O:41][C:42]([CH3:45])([CH3:44])[CH3:43])=[O:40])[CH2:35]1.C1(P(C2C=CC=CC=2)C2C=CC=CC=2)C=CC=CC=1.N(C(OCC)=O)=NC(OCC)=O. (3) Given the product [N:1]1[N:2]([CH2:6][CH2:7][O:8][C:9]2[CH:14]=[CH:13][C:12]([NH2:15])=[CH:11][CH:10]=2)[N:3]=[CH:4][CH:5]=1, predict the reactants needed to synthesize it. The reactants are: [N:1]1[N:2]([CH2:6][CH2:7][O:8][C:9]2[CH:14]=[CH:13][C:12]([N+:15]([O-])=O)=[CH:11][CH:10]=2)[N:3]=[CH:4][CH:5]=1.NC1C=CC=CC=1. (4) Given the product [Br:24][C:25]1[CH:30]=[N:29][C:28]([F:1])=[C:27]([O:34][CH3:35])[CH:26]=1, predict the reactants needed to synthesize it. The reactants are: [F-:1].C([N+](CCCC)(CCCC)CCCC)CCC.CN(C=O)C.[Br:24][C:25]1[CH:26]=[C:27]([O:34][CH3:35])[C:28]([N+]([O-])=O)=[N:29][CH:30]=1. (5) Given the product [Si:14]([O:13][CH2:12][CH2:11][C@H:10]1[C:5]2[CH:4]=[CH:3][C:2]([C:28]3[CH:29]=[N:30][CH:31]=[CH:32][CH:33]=3)=[CH:21][C:6]=2[CH2:7][CH2:8][O:9]1)([C:17]([CH3:20])([CH3:19])[CH3:18])([CH3:16])[CH3:15], predict the reactants needed to synthesize it. The reactants are: Br[C:2]1[CH:3]=[CH:4][C:5]2[C@H:10]([CH2:11][CH2:12][O:13][Si:14]([C:17]([CH3:20])([CH3:19])[CH3:18])([CH3:16])[CH3:15])[O:9][CH2:8][CH2:7][C:6]=2[CH:21]=1.O1CCCOB1[C:28]1[CH:29]=[N:30][CH:31]=[CH:32][CH:33]=1.[OH-].[K+]. (6) Given the product [Si:1]([O:18][CH2:19][CH:20]1[CH2:25][C:24](=[O:26])[CH:23]([CH3:27])[CH2:22][CH2:21]1)([C:14]([CH3:17])([CH3:15])[CH3:16])([C:8]1[CH:13]=[CH:12][CH:11]=[CH:10][CH:9]=1)[C:2]1[CH:3]=[CH:4][CH:5]=[CH:6][CH:7]=1, predict the reactants needed to synthesize it. The reactants are: [Si:1]([O:18][CH2:19][CH:20]1[CH2:25][CH:24]([OH:26])[CH:23]([CH3:27])[CH2:22][CH2:21]1)([C:14]([CH3:17])([CH3:16])[CH3:15])([C:8]1[CH:13]=[CH:12][CH:11]=[CH:10][CH:9]=1)[C:2]1[CH:7]=[CH:6][CH:5]=[CH:4][CH:3]=1.CC(OI1(OC(C)=O)(OC(C)=O)OC(=O)C2C=CC=CC1=2)=O. (7) Given the product [CH3:1][O:2][C:3](=[O:19])[CH2:4][C:5]([C:11]([O:13][CH3:14])=[O:12])([O:15][CH2:16][CH2:17][CH2:18][Si:23]([O:27][CH2:28][CH3:29])([O:24][CH2:25][CH3:26])[O:22][CH2:20][CH3:21])[CH2:6][C:7]([O:9][CH3:10])=[O:8], predict the reactants needed to synthesize it. The reactants are: [CH3:1][O:2][C:3](=[O:19])[CH2:4][C:5]([O:15][CH2:16][CH:17]=[CH2:18])([C:11]([O:13][CH3:14])=[O:12])[CH2:6][C:7]([O:9][CH3:10])=[O:8].[CH2:20]([O:22][SiH:23]([O:27][CH2:28][CH3:29])[O:24][CH2:25][CH3:26])[CH3:21]. (8) Given the product [N:31]([CH2:24][C:22]1[N:23]=[C:19]([C:16]2[CH:17]=[C:18]3[C:13](=[CH:14][CH:15]=2)[N:12]([CH3:26])[C:11]2[N:27]([CH3:30])[C:28](=[O:29])[C:8]([C:5]4[CH:6]=[CH:7][C:2]([Br:1])=[CH:3][CH:4]=4)=[CH:9][C:10]3=2)[S:20][CH:21]=1)=[N+:32]=[N-:33], predict the reactants needed to synthesize it. The reactants are: [Br:1][C:2]1[CH:7]=[CH:6][C:5]([C:8]2[C:28](=[O:29])[N:27]([CH3:30])[C:11]3[N:12]([CH3:26])[C:13]4[C:18]([C:10]=3[CH:9]=2)=[CH:17][C:16]([C:19]2[S:20][CH:21]=[C:22]([CH2:24]Cl)[N:23]=2)=[CH:15][CH:14]=4)=[CH:4][CH:3]=1.[N-:31]=[N+:32]=[N-:33].[Na+].O. (9) Given the product [CH2:1]1[O:24][C:23]2[CH:22]=[CH:21][C:5]([CH2:6][CH:7]3[C:16]4[C:11](=[C:12]([O:19][CH3:20])[CH:13]=[CH:14][C:15]=4[O:17][CH3:18])[CH2:10][CH2:9][N:8]3[CH2:26][C:27]([NH:30][C:31]3[S:32][CH:33]=[N:34][N:35]=3)=[O:28])=[CH:4][C:3]=2[O:2]1, predict the reactants needed to synthesize it. The reactants are: [CH2:1]1[O:24][C:23]2[CH:22]=[CH:21][C:5]([CH2:6][CH:7]3[C:16]4[C:11](=[C:12]([O:19][CH3:20])[CH:13]=[CH:14][C:15]=4[O:17][CH3:18])[CH2:10][CH2:9][NH:8]3)=[CH:4][C:3]=2[O:2]1.Br[CH2:26][C:27](Br)=[O:28].[NH2:30][C:31]1[S:32][CH:33]=[N:34][N:35]=1.